This data is from Forward reaction prediction with 1.9M reactions from USPTO patents (1976-2016). The task is: Predict the product of the given reaction. (1) Given the reactants [CH:1]1([NH:5][C:6](=[O:30])[NH:7][C:8]2[CH:28]=[CH:27][C:11]([C:12]([N:14]3[CH2:19][CH2:18][N:17](C(OC(C)(C)C)=O)[CH2:16][CH2:15]3)=[O:13])=[CH:10][C:9]=2[F:29])[CH2:4][CH2:3][CH2:2]1.FC(F)(F)C(O)=O, predict the reaction product. The product is: [CH:1]1([NH:5][C:6]([NH:7][C:8]2[CH:28]=[CH:27][C:11]([C:12]([N:14]3[CH2:15][CH2:16][NH:17][CH2:18][CH2:19]3)=[O:13])=[CH:10][C:9]=2[F:29])=[O:30])[CH2:2][CH2:3][CH2:4]1. (2) Given the reactants Cl.[NH2:2][C@H:3]([C:5]([NH:7][C@H:8]([C:25]([O:27][CH2:28][C:29]1[CH:34]=[CH:33][CH:32]=[CH:31][CH:30]=1)=[O:26])[CH2:9][CH2:10][CH2:11][CH2:12][NH:13][C:14]([O:16][CH2:17][C:18]1[CH:24]=[CH:23][CH:22]=[CH:21][C:19]=1[Cl:20])=[O:15])=[O:6])[CH3:4].[N:35]1([C:43]([O:45][C:46]([CH3:49])([CH3:48])[CH3:47])=[O:44])[CH2:42][CH2:41][CH2:40][C@H:36]1[C:37](O)=[O:38].ON1C2C=CC=CC=2N=N1.C1(N=C=NC2CCCCC2)CCCCC1, predict the reaction product. The product is: [N:35]1([C:43]([O:45][C:46]([CH3:49])([CH3:48])[CH3:47])=[O:44])[CH2:42][CH2:41][CH2:40][C@H:36]1[C:37]([NH:2][C@H:3]([C:5]([NH:7][C@H:8]([C:25]([O:27][CH2:28][C:29]1[CH:34]=[CH:33][CH:32]=[CH:31][CH:30]=1)=[O:26])[CH2:9][CH2:10][CH2:11][CH2:12][NH:13][C:14]([O:16][CH2:17][C:18]1[CH:24]=[CH:23][CH:22]=[CH:21][C:19]=1[Cl:20])=[O:15])=[O:6])[CH3:4])=[O:38]. (3) Given the reactants [Br:1][C:2]1[CH:8]=[C:7]([CH3:9])[C:5](N)=[C:4]([O:10][CH3:11])[CH:3]=1.Cl.N([O-])=O.[Na+].P(P(O)(O)=O)(O)(O)=O, predict the reaction product. The product is: [Br:1][C:2]1[CH:8]=[C:7]([CH3:9])[CH:5]=[C:4]([O:10][CH3:11])[CH:3]=1. (4) The product is: [CH2:1]([N:4]([S:24]([C:27]1[CH:35]=[C:34]2[C:30]([C:31]([Cl:45])=[CH:32][NH:33]2)=[CH:29][CH:28]=1)(=[O:26])=[O:25])[CH2:5][CH2:6][NH:7][C:8]([CH:10]1[CH2:15][CH2:14][N:13]([C:16]2[CH:21]=[CH:20][C:19](=[O:22])[N:18]([CH3:23])[N:17]=2)[CH2:12][CH2:11]1)=[O:9])[CH:2]=[CH2:3]. Given the reactants [CH2:1]([N:4]([S:24]([C:27]1[CH:35]=[C:34]2[C:30]([C:31]([Cl:45])=[CH:32][N:33]2S(C2C=CC=CC=2)(=O)=O)=[CH:29][CH:28]=1)(=[O:26])=[O:25])[CH2:5][CH2:6][NH:7][C:8]([CH:10]1[CH2:15][CH2:14][N:13]([C:16]2[CH:21]=[CH:20][C:19](=[O:22])[N:18]([CH3:23])[N:17]=2)[CH2:12][CH2:11]1)=[O:9])[CH:2]=[CH2:3].[F-].C([N+](CCCC)(CCCC)CCCC)CCC, predict the reaction product. (5) Given the reactants C([O:8][C:9]1[CH:14]=[CH:13][C:12]([N:15]2[C:19]3=[N:20][CH:21]=[C:22]([O:24][CH:25]([F:27])[F:26])[CH:23]=[C:18]3[N:17]([CH2:28][CH3:29])[C:16]2=[O:30])=[CH:11][CH:10]=1)C1C=CC=CC=1, predict the reaction product. The product is: [F:27][CH:25]([F:26])[O:24][C:22]1[CH:23]=[C:18]2[N:17]([CH2:28][CH3:29])[C:16](=[O:30])[N:15]([C:12]3[CH:13]=[CH:14][C:9]([OH:8])=[CH:10][CH:11]=3)[C:19]2=[N:20][CH:21]=1. (6) Given the reactants [Br:1][C:2]1[C:12]2[CH2:11][CH2:10][NH:9][CH2:8][CH2:7][C:6]=2[CH:5]=[C:4]2[N:13]=[C:14]([CH3:16])[O:15][C:3]=12.[Cl:17][CH2:18][CH2:19][CH2:20][S:21][C:22]1[N:23]([CH3:38])[C:24]([C:27]2[CH:36]=[CH:35][CH:34]=[C:33]3[C:28]=2[CH:29]=[CH:30][C:31]([CH3:37])=[N:32]3)=[N:25][N:26]=1, predict the reaction product. The product is: [ClH:17].[Br:1][C:2]1[C:12]2[CH2:11][CH2:10][N:9]([CH2:18][CH2:19][CH2:20][S:21][C:22]3[N:23]([CH3:38])[C:24]([C:27]4[CH:36]=[CH:35][CH:34]=[C:33]5[C:28]=4[CH:29]=[CH:30][C:31]([CH3:37])=[N:32]5)=[N:25][N:26]=3)[CH2:8][CH2:7][C:6]=2[CH:5]=[C:4]2[N:13]=[C:14]([CH3:16])[O:15][C:3]=12. (7) Given the reactants N(C(OC(C)C)=O)=NC(OC(C)C)=O.[CH2:15]([N:22]([CH2:34][C@H:35](O)[CH3:36])[C:23]1[C:28]([NH:29][C:30](=[O:32])[CH3:31])=[CH:27][CH:26]=[C:25]([Br:33])[N:24]=1)[C:16]1[CH:21]=[CH:20][CH:19]=[CH:18][CH:17]=1.C1(P(C2C=CC=CC=2)C2C=CC=CC=2)C=CC=CC=1, predict the reaction product. The product is: [CH2:15]([N:22]1[CH2:34][C@H:35]([CH3:36])[N:29]([C:30](=[O:32])[CH3:31])[C:28]2[CH:27]=[CH:26][C:25]([Br:33])=[N:24][C:23]1=2)[C:16]1[CH:21]=[CH:20][CH:19]=[CH:18][CH:17]=1. (8) Given the reactants [OH:1][C@H:2]([CH3:16])[CH2:3][CH2:4]OS(C1C=CC(C)=CC=1)(=O)=O.[Cl:17][C:18]1[CH:23]=[CH:22][C:21]([OH:24])=[C:20]([O:25][C:26]2[CH:31]=[CH:30][CH:29]=[CH:28][CH:27]=2)[CH:19]=1, predict the reaction product. The product is: [Cl:17][C:18]1[CH:23]=[CH:22][C:21]([O:24][CH2:4][CH2:3][C@H:2]([OH:1])[CH3:16])=[C:20]([O:25][C:26]2[CH:31]=[CH:30][CH:29]=[CH:28][CH:27]=2)[CH:19]=1.